This data is from Full USPTO retrosynthesis dataset with 1.9M reactions from patents (1976-2016). The task is: Predict the reactants needed to synthesize the given product. (1) Given the product [CH2:1]([N:8]1[CH2:13][CH2:12][N:11]2[C:17](=[O:19])[O:15][CH2:14][CH:10]2[CH2:9]1)[C:2]1[CH:3]=[CH:4][CH:5]=[CH:6][CH:7]=1, predict the reactants needed to synthesize it. The reactants are: [CH2:1]([N:8]1[CH2:13][CH2:12][NH:11][CH:10]([CH2:14][OH:15])[CH2:9]1)[C:2]1[CH:7]=[CH:6][CH:5]=[CH:4][CH:3]=1.Cl[C:17](Cl)([O:19]C(=O)OC(Cl)(Cl)Cl)Cl.C(N(C(C)C)CC)(C)C. (2) Given the product [OH:17][C:14]1[CH:13]=[CH:12][C:11]([C:6]([CH3:5])([CH3:10])[C:7]([O:9][CH3:18])=[O:8])=[CH:16][CH:15]=1, predict the reactants needed to synthesize it. The reactants are: S(Cl)(Cl)=O.[CH3:5][C:6]([C:11]1[CH:16]=[CH:15][C:14]([OH:17])=[CH:13][CH:12]=1)([CH3:10])[C:7]([OH:9])=[O:8].[CH3:18]O. (3) Given the product [OH:51][C:71]1[CH:73]=[CH:28][C:27]([NH:26][C:24]([C@@H:20]2[CH2:21][CH2:22][CH2:23][N:19]2[S:16]([C:13]2[N:12]3[C@@:8]([CH2:7][C:6]4[CH:5]=[CH:4][C:3]([C:1]#[N:2])=[CH:43][CH:42]=4)([CH3:41])[C:9](=[O:40])[N:10]([C:32]4[CH:37]=[C:36]([Cl:38])[CH:35]=[C:34]([Cl:39])[CH:33]=4)[C:11]3=[N:15][CH:14]=2)(=[O:18])=[O:17])=[O:25])=[CH:31][CH:72]=1, predict the reactants needed to synthesize it. The reactants are: [C:1]([C:3]1[CH:43]=[CH:42][C:6]([CH2:7][C@@:8]2([CH3:41])[N:12]3[C:13]([S:16]([N:19]4[CH2:23][CH2:22][CH2:21][C@H:20]4[C:24]([NH:26][C@H:27]([CH3:31])[C:28](O)=O)=[O:25])(=[O:18])=[O:17])=[CH:14][N:15]=[C:11]3[N:10]([C:32]3[CH:37]=[C:36]([Cl:38])[CH:35]=[C:34]([Cl:39])[CH:33]=3)[C:9]2=[O:40])=[CH:5][CH:4]=1)#[N:2].CN(C([O:51]N1N=NC2C=CC=NC1=2)=[N+](C)C)C.F[P-](F)(F)(F)(F)F.CCN(C(C)C)[CH:71]([CH3:73])[CH3:72].NC1C=CC=CC=1.[F-].C([N+](CCCC)(CCCC)CCCC)CCC. (4) The reactants are: CS([O:5][C:6]1[CH:11]=[CH:10][CH:9]=[CH:8][C:7]=1[O:12][CH3:13])(=O)=O.[CH3:14][C:15]([CH3:20])=[CH:16][C:17]([OH:19])=[O:18].[Cl-].[Al+3].[Cl-].[Cl-].Cl. Given the product [OH:5][C:6]1[CH:11]=[C:10]([C:15]([CH3:20])([CH3:14])[CH2:16][C:17]([OH:19])=[O:18])[CH:9]=[CH:8][C:7]=1[O:12][CH3:13], predict the reactants needed to synthesize it.